This data is from Full USPTO retrosynthesis dataset with 1.9M reactions from patents (1976-2016). The task is: Predict the reactants needed to synthesize the given product. (1) Given the product [Cl:27][C:21]1[CH:22]=[C:23]([Cl:26])[CH:24]=[CH:25][C:20]=1[C:8]1[N:7]2[CH:28]=[C:4]([C:1]3[O:3][N:32]=[C:30]([CH3:29])[N:2]=3)[N:5]=[C:6]2[N:11]=[C:10]([CH3:12])[C:9]=1[C:13]([O:15][C:16]([CH3:19])([CH3:18])[CH3:17])=[O:14], predict the reactants needed to synthesize it. The reactants are: [C:1]([C:4]1[N:5]=[C:6]2[N:11]=[C:10]([CH3:12])[C:9]([C:13]([O:15][C:16]([CH3:19])([CH3:18])[CH3:17])=[O:14])=[C:8]([C:20]3[CH:25]=[CH:24][C:23]([Cl:26])=[CH:22][C:21]=3[Cl:27])[N:7]2[CH:28]=1)(=[O:3])[NH2:2].[CH3:29][C:30]([N:32](C)C)=O.CC(N(C)C)=O.NO.Cl.[OH-].[Na+]. (2) The reactants are: [CH3:1][O:2][C:3]([CH:5]1[C:10](=[O:11])[CH2:9][CH2:8][N:7]([C:12]([O:14][C:15]([CH3:18])([CH3:17])[CH3:16])=[O:13])[CH2:6]1)=[O:4].[H-].[Na+].N(C1C=CC=CC=1)([S:22]([C:25]([F:28])([F:27])[F:26])(=[O:24])=[O:23])[S:22]([C:25]([F:28])([F:27])[F:26])(=[O:24])=[O:23]. Given the product [CH3:1][O:2][C:3]([C:5]1[CH2:6][N:7]([C:12]([O:14][C:15]([CH3:18])([CH3:17])[CH3:16])=[O:13])[CH2:8][CH2:9][C:10]=1[O:11][S:22]([C:25]([F:28])([F:27])[F:26])(=[O:24])=[O:23])=[O:4], predict the reactants needed to synthesize it. (3) Given the product [CH:40]1([CH2:43][O:44][C:45]2[CH:53]=[CH:52][C:48]3[O:49][CH2:50][O:51][C:47]=3[C:46]=2[C:54]2[C:55]3[NH:62][C:61]([CH3:66])=[C:60]([C:63]([NH:1][C@H:2]([CH2:33][C:34]4[CH:35]=[CH:36][CH:37]=[CH:38][CH:39]=4)[C:3]([N:5]4[CH2:10][CH2:9][CH:8]([N:11]5[C:16](=[O:17])[C:15]([CH3:18])([CH3:19])[CH2:14][C:13]([C:20]6[C:25]7[CH2:26][C:27]([CH3:29])([CH3:30])[O:28][C:24]=7[C:23]([O:31][CH3:32])=[CH:22][CH:21]=6)=[N:12]5)[CH2:7][CH2:6]4)=[O:4])=[O:64])[C:56]=3[N:57]=[CH:58][N:59]=2)[CH2:42][CH2:41]1, predict the reactants needed to synthesize it. The reactants are: [NH2:1][C@H:2]([CH2:33][C:34]1[CH:39]=[CH:38][CH:37]=[CH:36][CH:35]=1)[C:3]([N:5]1[CH2:10][CH2:9][CH:8]([N:11]2[C:16](=[O:17])[C:15]([CH3:19])([CH3:18])[CH2:14][C:13]([C:20]3[C:25]4[CH2:26][C:27]([CH3:30])([CH3:29])[O:28][C:24]=4[C:23]([O:31][CH3:32])=[CH:22][CH:21]=3)=[N:12]2)[CH2:7][CH2:6]1)=[O:4].[CH:40]1([CH2:43][O:44][C:45]2[CH:53]=[CH:52][C:48]3[O:49][CH2:50][O:51][C:47]=3[C:46]=2[C:54]2[C:55]3[NH:62][CH:61]=[C:60]([C:63](O)=[O:64])[C:56]=3[N:57]=[CH:58][N:59]=2)[CH2:42][CH2:41]1.[CH3:66]N(C(ON1N=NC2C=CC=CC1=2)=[N+](C)C)C.F[P-](F)(F)(F)(F)F.CCN(C(C)C)C(C)C. (4) Given the product [C:20]1([C:18]2[O:17][N:16]=[C:15]([C:14]3[C:9]([NH2:8])=[N:10][CH:11]=[C:12]([C:26]4[CH2:27][CH2:28][NH:29][CH2:30][CH:31]=4)[N:13]=3)[N:19]=2)[CH:21]=[CH:22][CH:23]=[CH:24][CH:25]=1, predict the reactants needed to synthesize it. The reactants are: Cl.O1CCOCC1.[NH2:8][C:9]1[N:10]=[CH:11][C:12]([C:26]2[CH2:27][CH2:28][N:29](C(OC(C)(C)C)=O)[CH2:30][CH:31]=2)=[N:13][C:14]=1[C:15]1[N:19]=[C:18]([C:20]2[CH:25]=[CH:24][CH:23]=[CH:22][CH:21]=2)[O:17][N:16]=1. (5) Given the product [CH3:24][C:23]1[CH:22]=[C:21]([CH3:25])[NH:20][C:19](=[O:26])[C:18]=1[CH2:17][NH:16][C:14]([C:4]1[C:5]2[CH:6]=[N:7][N:8]([CH:11]([CH3:13])[CH3:12])[C:9]=2[CH:10]=[C:2]([C:35]2[CH:44]=[CH:43][C:38]3[NH:39][C:40](=[O:42])[NH:41][C:37]=3[CH:36]=2)[CH:3]=1)=[O:15], predict the reactants needed to synthesize it. The reactants are: Br[C:2]1[CH:3]=[C:4]([C:14]([NH:16][CH2:17][C:18]2[C:19](=[O:26])[NH:20][C:21]([CH3:25])=[CH:22][C:23]=2[CH3:24])=[O:15])[C:5]2[CH:6]=[N:7][N:8]([CH:11]([CH3:13])[CH3:12])[C:9]=2[CH:10]=1.CC1(C)C(C)(C)OB([C:35]2[CH:44]=[CH:43][C:38]3[NH:39][C:40](=[O:42])[NH:41][C:37]=3[CH:36]=2)O1.C(=O)(O)[O-].[Na+].C(Cl)Cl.CO. (6) Given the product [C:1]([O:5][C:6]([N:8]1[CH2:13][CH2:12][CH:11]([O:14][C:15]2[CH:20]=[CH:19][C:18]([NH2:21])=[CH:17][C:16]=2[CH3:24])[CH2:10][CH2:9]1)=[O:7])([CH3:4])([CH3:3])[CH3:2], predict the reactants needed to synthesize it. The reactants are: [C:1]([O:5][C:6]([N:8]1[CH2:13][CH2:12][CH:11]([O:14][C:15]2[CH:20]=[CH:19][C:18]([N+:21]([O-])=O)=[CH:17][C:16]=2[CH3:24])[CH2:10][CH2:9]1)=[O:7])([CH3:4])([CH3:3])[CH3:2]. (7) Given the product [CH:5]([O:4][C:3]1[N:19]=[CH:18][C:17]([Br:20])=[CH:16][N:15]=1)([CH3:6])[CH3:7], predict the reactants needed to synthesize it. The reactants are: N1[CH2:6][CH2:5][O:4][CH2:3]C1.[C:7]([O-])([O-])=O.[K+].[K+].ClC1[N:19]=[CH:18][C:17]([Br:20])=[CH:16][N:15]=1.